From a dataset of Catalyst prediction with 721,799 reactions and 888 catalyst types from USPTO. Predict which catalyst facilitates the given reaction. (1) Reactant: [NH2:1][CH:2]([OH:23])[C@H:3]([CH3:22])[CH2:4][CH2:5][C:6]1[S:7][C:8]([C:11]#[C:12][CH2:13][CH2:14][CH2:15][C:16]2[CH:21]=[CH:20][CH:19]=[CH:18][CH:17]=2)=[CH:9][CH:10]=1.[C:24]([OH:29])(=[O:28])[C:25]([OH:27])=[O:26]. Product: [C:24]([OH:29])(=[O:28])[C:25]([OH:27])=[O:26].[NH2:1][CH:2]([OH:23])[C@H:3]([CH3:22])[CH2:4][CH2:5][C:6]1[S:7][C:8]([C:11]#[C:12][CH2:13][CH2:14][CH2:15][C:16]2[CH:17]=[CH:18][CH:19]=[CH:20][CH:21]=2)=[CH:9][CH:10]=1. The catalyst class is: 5. (2) Reactant: C[O:2][C:3]([C:5]1[CH:14]=[C:13]([OH:15])[C:12]2[C:7](=[CH:8][C:9]([O:16][CH3:17])=[CH:10][CH:11]=2)[N:6]=1)=O.O.[NH2:19][NH2:20]. Product: [OH:15][C:13]1[C:12]2[C:7](=[CH:8][C:9]([O:16][CH3:17])=[CH:10][CH:11]=2)[N:6]=[C:5]([C:3]([NH:19][NH2:20])=[O:2])[CH:14]=1. The catalyst class is: 5. (3) The catalyst class is: 81. Reactant: [CH3:1][C:2]1[S:6][C:5]([C:7]2[CH:12]=[CH:11][CH:10]=[CH:9][CH:8]=2)=[N:4][C:3]=1[CH2:13][O:14][C:15]1[CH:22]=[CH:21][C:18]([C:19]#N)=[CH:17][N:16]=1.C1(C)C=CC=CC=1.[H-].C([Al+]CC(C)C)C(C)C.[Cl-].[NH4+].C(OCC)(=[O:44])C. Product: [CH3:1][C:2]1[S:6][C:5]([C:7]2[CH:12]=[CH:11][CH:10]=[CH:9][CH:8]=2)=[N:4][C:3]=1[CH2:13][O:14][C:15]1[CH:22]=[CH:21][C:18]([CH:19]=[O:44])=[CH:17][N:16]=1. (4) Reactant: [F:1][C:2]([F:9])([F:8])[CH2:3][S:4](Cl)(=[O:6])=[O:5].[F:10][C:11]1[CH:24]=[C:23]([F:25])[CH:22]=[CH:21][C:12]=1[O:13][C:14]1[CH:20]=[CH:19][C:17]([NH2:18])=[CH:16][CH:15]=1. Product: [F:10][C:11]1[CH:24]=[C:23]([F:25])[CH:22]=[CH:21][C:12]=1[O:13][C:14]1[CH:15]=[CH:16][C:17]([NH:18][S:4]([CH2:3][C:2]([F:9])([F:8])[F:1])(=[O:6])=[O:5])=[CH:19][CH:20]=1. The catalyst class is: 143. (5) The catalyst class is: 59. Reactant: [Cl:1][C:2]1[CH:23]=[CH:22][C:5]([O:6][C:7]([N:9]([CH3:21])[CH2:10][CH2:11][C@H:12]2[CH2:17][CH2:16][C@H:15]([C:18]([OH:20])=O)[CH2:14][CH2:13]2)=[O:8])=[CH:4][CH:3]=1.C(Cl)(=O)C(Cl)=O.[CH2:30]([O:32][C:33](=[O:38])[CH2:34][CH2:35][NH:36][CH3:37])[CH3:31].CCN(CC)CC. Product: [CH2:30]([O:32][C:33](=[O:38])[CH2:34][CH2:35][N:36]([C:18]([C@H:15]1[CH2:14][CH2:13][C@H:12]([CH2:11][CH2:10][N:9]([C:7]([O:6][C:5]2[CH:4]=[CH:3][C:2]([Cl:1])=[CH:23][CH:22]=2)=[O:8])[CH3:21])[CH2:17][CH2:16]1)=[O:20])[CH3:37])[CH3:31].